This data is from Reaction yield outcomes from USPTO patents with 853,638 reactions. The task is: Predict the reaction yield, written as a fraction of the theoretical maximum amount of product (1.0 means a 100% yield; for example, 0.34 means a 34% yield). (1) The reactants are FC(F)(F)C1C=CC=CC=1[C:9]1([C:15]([NH2:17])=[O:16])[CH2:14][CH2:13][CH2:12][CH2:11][CH2:10]1.[F:20][C:21]([F:31])([F:30])[O:22][C:23]1[CH:29]=[CH:28][CH:27]=[CH:26][C:24]=1N. No catalyst specified. The product is [F:20][C:21]([F:30])([F:31])[O:22][C:23]1[CH:29]=[CH:28][CH:27]=[CH:26][C:24]=1[NH:17][C:15]([CH:9]1[CH2:10][CH2:11][CH2:12][CH2:13][CH2:14]1)=[O:16]. The yield is 1.00. (2) The reactants are [Cl:1][C:2]1[CH:3]=[CH:4][C:5]([C:12]#[N:13])=[C:6]([NH:8][C:9](=[O:11])[CH3:10])[CH:7]=1.CC(C)([O-])C.[K+].[C:20]([O:23][CH2:24][CH2:25]Br)(=[O:22])[CH3:21].C(OCC)(=O)C. The catalyst is C1COCC1. The product is [CH2:24]([O:23][C:20]([C:21]1[N:8]([C:9](=[O:11])[CH3:10])[C:6]2[C:5]([C:12]=1[NH2:13])=[CH:4][CH:3]=[C:2]([Cl:1])[CH:7]=2)=[O:22])[CH3:25]. The yield is 0.450. (3) The reactants are Cl[C:2]1[CH:3]=[C:4]([CH:9]=[C:10]([CH:12]=[O:13])[N:11]=1)[C:5]([O:7][CH3:8])=[O:6].[O:14]1[CH:18]=[CH:17][CH:16]=[C:15]1B(O)O.C([O-])([O-])=O.[Na+].[Na+].CCOC(C)=O. The catalyst is O.C1COCC1.C1C=CC([P]([Pd]([P](C2C=CC=CC=2)(C2C=CC=CC=2)C2C=CC=CC=2)([P](C2C=CC=CC=2)(C2C=CC=CC=2)C2C=CC=CC=2)[P](C2C=CC=CC=2)(C2C=CC=CC=2)C2C=CC=CC=2)(C2C=CC=CC=2)C2C=CC=CC=2)=CC=1. The product is [CH:12]([C:10]1[CH:9]=[C:4]([CH:3]=[C:2]([C:15]2[O:14][CH:18]=[CH:17][CH:16]=2)[N:11]=1)[C:5]([O:7][CH3:8])=[O:6])=[O:13]. The yield is 0.430. (4) The yield is 0.580. The catalyst is CN(C=O)C. The reactants are [C:1]([N:8]1[CH2:13][CH2:12][N:11]([C:14]([NH:16][C:17]2[CH:25]=[CH:24][C:23]([Cl:26])=[CH:22][C:18]=2[C:19](O)=[O:20])=[O:15])[CH2:10][CH2:9]1)([O:3][C:4]([CH3:7])([CH3:6])[CH3:5])=[O:2].Cl.CN(C)CCCN=C=NCC. The product is [C:1]([N:8]1[CH2:13][CH2:12][N:11]([C:14]2[O:15][C:19](=[O:20])[C:18]3[CH:22]=[C:23]([Cl:26])[CH:24]=[CH:25][C:17]=3[N:16]=2)[CH2:10][CH2:9]1)([O:3][C:4]([CH3:6])([CH3:7])[CH3:5])=[O:2]. (5) The reactants are C(O)(=O)C.Cl.[CH3:6][CH:7]([O:9][C:10]1[CH:17]=[CH:16][C:15]([C:18]2[O:22][N:21]=[C:20]([C:23]3[CH:33]=[CH:32][C:26]4[CH2:27][CH2:28][NH:29][CH2:30][CH2:31][C:25]=4[CH:24]=3)[N:19]=2)=[CH:14][C:11]=1[C:12]#[N:13])[CH3:8].[CH2:34]([OH:39])[CH:35]([OH:38])[CH:36]=O.C(O[BH-](OC(=O)C)OC(=O)C)(=O)C.C(=O)([O-])O.[Na+]. The catalyst is C1COCC1.ClCCCl. The product is [OH:38][CH:35]([CH2:34][OH:39])[CH2:36][N:29]1[CH2:28][CH2:27][C:26]2[CH:32]=[CH:33][C:23]([C:20]3[N:19]=[C:18]([C:15]4[CH:16]=[CH:17][C:10]([O:9][CH:7]([CH3:6])[CH3:8])=[C:11]([CH:14]=4)[C:12]#[N:13])[O:22][N:21]=3)=[CH:24][C:25]=2[CH2:31][CH2:30]1. The yield is 0.490. (6) The reactants are [Na].C[CH:3]([CH3:9])[CH:4]([CH:7]=O)[C:5]#[N:6].Cl.[NH2:11][C:12]1[S:13][CH:14]=[CH:15]C=1. The catalyst is CO. The product is [S:13]1[C:12]2=[N:11][CH:7]=[C:4]([C:5]#[N:6])[CH:3]=[C:9]2[CH:15]=[CH:14]1. The yield is 0.240. (7) The reactants are FC(F)(F)C(O)=O.O[C:9]1([CH:29]2[CH2:34][CH2:33][N:32]([CH3:35])[CH2:31][CH2:30]2)[C:18]2[CH:19]=[C:20]([S:23][CH2:24][C:25]([O:27][CH3:28])=[O:26])[CH:21]=[CH:22][C:17]=2[O:16][CH2:15][C:14]2[CH:13]=[CH:12][S:11][C:10]1=2.Cl.O1CCOCC1. The catalyst is ClCCl. The product is [CH3:35][N:32]1[CH2:31][CH2:30][CH:29]([CH:9]2[C:18]3[CH:19]=[C:20]([S:23][CH2:24][C:25]([O:27][CH3:28])=[O:26])[CH:21]=[CH:22][C:17]=3[O:16][CH2:15][C:14]3[CH:13]=[CH:12][S:11][C:10]2=3)[CH2:34][CH2:33]1. The yield is 0.690.